This data is from Full USPTO retrosynthesis dataset with 1.9M reactions from patents (1976-2016). The task is: Predict the reactants needed to synthesize the given product. Given the product [C:1]([O:5][C:6](=[O:25])[NH:7][CH2:8][CH2:9][N:10]([C:28](=[O:29])[CH2:27][Cl:26])[CH2:11][C:12]1[CH:17]=[CH:16][C:15]([N+:18]([O-:20])=[O:19])=[CH:14][C:13]=1[C:21]([F:23])([F:24])[F:22])([CH3:4])([CH3:2])[CH3:3], predict the reactants needed to synthesize it. The reactants are: [C:1]([O:5][C:6](=[O:25])[NH:7][CH2:8][CH2:9][NH:10][CH2:11][C:12]1[CH:17]=[CH:16][C:15]([N+:18]([O-:20])=[O:19])=[CH:14][C:13]=1[C:21]([F:24])([F:23])[F:22])([CH3:4])([CH3:3])[CH3:2].[Cl:26][CH2:27][C:28](Cl)=[O:29].C([O-])(O)=O.[Na+].